This data is from Reaction yield outcomes from USPTO patents with 853,638 reactions. The task is: Predict the reaction yield, written as a fraction of the theoretical maximum amount of product (1.0 means a 100% yield; for example, 0.34 means a 34% yield). (1) The reactants are C[O:2][C:3](=[O:39])[CH2:4][CH2:5][CH:6]([NH:24][C:25](=[O:38])[CH2:26][CH2:27][CH2:28][CH2:29][CH2:30][CH2:31][C:32]1[CH:37]=[CH:36][CH:35]=[CH:34][CH:33]=1)[CH2:7][C:8]1[C:16]2[C:11](=[CH:12][CH:13]=[CH:14][CH:15]=2)[N:10]([CH2:17][C:18]2[CH:23]=[CH:22][CH:21]=[CH:20][CH:19]=2)[CH:9]=1.[OH-].[K+].C1COCC1. The catalyst is CO.O. The product is [CH2:17]([N:10]1[C:11]2[C:16](=[CH:15][CH:14]=[CH:13][CH:12]=2)[C:8]([CH2:7][C@@H:6]([NH:24][C:25](=[O:38])[CH2:26][CH2:27][CH2:28][CH2:29][CH2:30][CH2:31][C:32]2[CH:37]=[CH:36][CH:35]=[CH:34][CH:33]=2)[CH2:5][CH2:4][C:3]([OH:39])=[O:2])=[CH:9]1)[C:18]1[CH:23]=[CH:22][CH:21]=[CH:20][CH:19]=1. The yield is 0.640. (2) The yield is 0.600. The product is [CH2:12]([NH:1][C@@H:2]([C:5]([OH:7])=[O:6])[CH2:3][OH:4])[C:13]1[CH:18]=[CH:17][CH:16]=[CH:15][CH:14]=1. The reactants are [NH2:1][C@@H:2]([C:5]([OH:7])=[O:6])[CH2:3][OH:4].C([BH3-])#N.[Na+].[CH:12](=O)[C:13]1[CH:18]=[CH:17][CH:16]=[CH:15][CH:14]=1. The catalyst is CO.